This data is from Full USPTO retrosynthesis dataset with 1.9M reactions from patents (1976-2016). The task is: Predict the reactants needed to synthesize the given product. (1) Given the product [NH2:17][CH2:18][CH:19]([CH3:22])[CH2:20][NH:21][C:2]([CH3:16])([CH3:15])[C:3](=[N:13][OH:14])[CH2:4][C:5]1[N:6]=[C:7]([N+:10]([O-:12])=[O:11])[NH:8][CH:9]=1, predict the reactants needed to synthesize it. The reactants are: Cl[C:2]([CH3:16])([CH3:15])[CH:3]([N:13]=[O:14])[CH2:4][C:5]1[N:6]=[C:7]([N+:10]([O-:12])=[O:11])[NH:8][CH:9]=1.[NH2:17][CH2:18][CH:19]([CH3:22])[CH2:20][NH2:21]. (2) Given the product [NH2:12][C:10]1[CH:11]=[C:2]2[C:3]([C:4](=[O:6])[NH:15][C:16]3[N:20]2[N:19]=[C:18]([C:21]2[CH:22]=[CH:23][C:24]([O:27][C:28]4[CH:29]=[CH:30][CH:31]=[CH:32][CH:33]=4)=[CH:25][CH:26]=2)[C:17]=3[C:34]([NH2:36])=[O:35])=[CH:8][CH:9]=1, predict the reactants needed to synthesize it. The reactants are: Cl[C:2]1[CH:11]=[C:10]([N+:12]([O-])=O)[CH:9]=[CH:8][C:3]=1[C:4]([O:6]C)=O.[NH2:15][C:16]1[NH:20][N:19]=[C:18]([C:21]2[CH:26]=[CH:25][C:24]([O:27][C:28]3[CH:33]=[CH:32][CH:31]=[CH:30][CH:29]=3)=[CH:23][CH:22]=2)[C:17]=1[C:34]([NH2:36])=[O:35]. (3) Given the product [NH:7]1[C:8]2[C:13](=[CH:12][CH:11]=[CH:10][CH:9]=2)[C:5]([C:3](=[O:4])[CH:2]([NH:28][C:24]2[CH:25]=[CH:26][CH:27]=[C:22]([O:21][CH3:20])[CH:23]=2)[C:14]2[CH:19]=[CH:18][CH:17]=[CH:16][CH:15]=2)=[CH:6]1, predict the reactants needed to synthesize it. The reactants are: Br[CH:2]([C:14]1[CH:19]=[CH:18][CH:17]=[CH:16][CH:15]=1)[C:3]([C:5]1[C:13]2[C:8](=[CH:9][CH:10]=[CH:11][CH:12]=2)[NH:7][CH:6]=1)=[O:4].[CH3:20][O:21][C:22]1[CH:27]=[CH:26][CH:25]=[C:24]([NH2:28])[CH:23]=1. (4) Given the product [C:22]([C:7]1[S:6][C:5]([C:3]([OH:4])=[O:2])=[C:9]([NH:10][S:11]([C:14]2[CH:19]=[CH:18][C:17]([CH3:20])=[CH:16][C:15]=2[CH3:21])(=[O:13])=[O:12])[CH:8]=1)([CH3:25])([CH3:24])[CH3:23], predict the reactants needed to synthesize it. The reactants are: C[O:2][C:3]([C:5]1[S:6][C:7]([C:22]([CH3:25])([CH3:24])[CH3:23])=[CH:8][C:9]=1[NH:10][S:11]([C:14]1[CH:19]=[CH:18][C:17]([CH3:20])=[CH:16][C:15]=1[CH3:21])(=[O:13])=[O:12])=[O:4].O[Li].O.